Task: Predict the reactants needed to synthesize the given product.. Dataset: Full USPTO retrosynthesis dataset with 1.9M reactions from patents (1976-2016) (1) Given the product [Cl:25][C:26]1[CH:27]=[N+:28]([O-:51])[CH:29]=[C:30]([Cl:50])[C:31]=1[CH2:32][C@@H:33]([C:35]1[CH:40]=[CH:39][C:38]([O:41][CH:42]([F:44])[F:43])=[C:37]([O:45][CH2:46][CH:47]2[CH2:49][CH2:48]2)[CH:36]=1)[O:3][C:2](=[O:4])[C:5]1[CH:6]=[CH:7][C:8]([CH2:9][N:10]([CH2:15][CH2:16][N:17]2[CH2:22][CH2:21][O:20][CH2:19][CH2:18]2)[S:11]([CH3:14])(=[O:12])=[O:13])=[CH:23][CH:24]=1, predict the reactants needed to synthesize it. The reactants are: [Cl-].[C:2]([C:5]1[CH:24]=[CH:23][C:8]([CH2:9][N:10]([CH2:15][CH2:16][NH+:17]2[CH2:22][CH2:21][O:20][CH2:19][CH2:18]2)[S:11]([CH3:14])(=[O:13])=[O:12])=[CH:7][CH:6]=1)([OH:4])=[O:3].[Cl:25][C:26]1[CH:27]=[N+:28]([O-:51])[CH:29]=[C:30]([Cl:50])[C:31]=1[CH2:32][C@@H:33]([C:35]1[CH:40]=[CH:39][C:38]([O:41][CH:42]([F:44])[F:43])=[C:37]([O:45][CH2:46][CH:47]2[CH2:49][CH2:48]2)[CH:36]=1)O.C(Cl)CCl.C(O)C. (2) Given the product [ClH:24].[NH2:1][C:2]1[CH:3]=[C:4]([NH:8][C:9]2[N:14]=[C:13]([NH:15][C:16]3[CH:21]=[CH:20][CH:19]=[C:18]([NH2:22])[CH:17]=3)[C:12]([F:23])=[CH:11][N:10]=2)[CH:5]=[CH:6][CH:7]=1, predict the reactants needed to synthesize it. The reactants are: [NH2:1][C:2]1[CH:3]=[C:4]([NH:8][C:9]2[N:14]=[C:13]([NH:15][C:16]3[CH:21]=[CH:20][CH:19]=[C:18]([NH2:22])[CH:17]=3)[C:12]([F:23])=[CH:11][N:10]=2)[CH:5]=[CH:6][CH:7]=1.[ClH:24]. (3) The reactants are: [O:1]1[CH2:6][CH2:5][CH:4]([CH2:7][N:8]2[C:12]3=[N:13][CH:14]=[C:15]([S:17]([NH2:20])(=[O:19])=[O:18])[CH:16]=[C:11]3[CH:10]=[CH:9]2)[CH2:3][CH2:2]1.[Cl:21]N1C(=O)CCC1=O. Given the product [Cl:21][C:10]1[C:11]2[C:12](=[N:13][CH:14]=[C:15]([S:17]([NH2:20])(=[O:18])=[O:19])[CH:16]=2)[N:8]([CH2:7][CH:4]2[CH2:5][CH2:6][O:1][CH2:2][CH2:3]2)[CH:9]=1, predict the reactants needed to synthesize it.